Task: Predict the product of the given reaction.. Dataset: Forward reaction prediction with 1.9M reactions from USPTO patents (1976-2016) (1) Given the reactants [Cl:1][C:2]1[CH:7]=[CH:6][CH:5]=[CH:4][C:3]=1[N:8]1[C:17](=[O:18])[C:16]2[C:11](=[N:12][C:13](S(C)=O)=[N:14][CH:15]=2)[N:10]2[CH:22]=[CH:23][N:24]=[C:9]12.[NH2:25][C:26]1[CH:35]=[C:34]2[C:29]([CH2:30][CH2:31][N:32]([C:36]([O:38][C:39]([CH3:42])([CH3:41])[CH3:40])=[O:37])[CH2:33]2)=[CH:28][CH:27]=1, predict the reaction product. The product is: [Cl:1][C:2]1[CH:7]=[CH:6][CH:5]=[CH:4][C:3]=1[N:8]1[C:17](=[O:18])[C:16]2[CH:15]=[N:14][C:13]([NH:25][C:26]3[CH:35]=[C:34]4[C:29]([CH2:30][CH2:31][N:32]([C:36]([O:38][C:39]([CH3:42])([CH3:41])[CH3:40])=[O:37])[CH2:33]4)=[CH:28][CH:27]=3)=[N:12][C:11]=2[N:10]2[CH:22]=[CH:23][N:24]=[C:9]12. (2) Given the reactants [CH3:1][C:2]1([CH3:34])[O:6]/[C:5](=[C:7]2/[C:8](=[O:27])[NH:9][C:10]3[C:15]/2=[CH:14][CH:13]=[C:12]([S:16][C:17]2[CH:26]=[CH:25][CH:24]=[CH:23][C:18]=2[C:19]([O:21]C)=[O:20])[CH:11]=3)/[CH:4]=[C:3]1[N:28]1[CH2:33][CH2:32][O:31][CH2:30][CH2:29]1.[OH-].[Na+].O, predict the reaction product. The product is: [CH3:1][C:2]1([CH3:34])[O:6]/[C:5](=[C:7]2/[C:8](=[O:27])[NH:9][C:10]3[C:15]/2=[CH:14][CH:13]=[C:12]([S:16][C:17]2[CH:26]=[CH:25][CH:24]=[CH:23][C:18]=2[C:19]([OH:21])=[O:20])[CH:11]=3)/[CH:4]=[C:3]1[N:28]1[CH2:33][CH2:32][O:31][CH2:30][CH2:29]1. (3) Given the reactants Br[C:2]1[CH:3]=[C:4]2[C:10]([C:11]3[CH:21]=[CH:20][C:14]([CH2:15][NH:16][C:17](=[O:19])[CH3:18])=[CH:13][CH:12]=3)=[CH:9][N:8](S(C3C=CC(C)=CC=3)(=O)=O)[C:5]2=[N:6][CH:7]=1.[CH3:32][O:33][C:34]1[CH:35]=[C:36](B(O)O)[CH:37]=[C:38]([O:42][CH3:43])[C:39]=1[O:40][CH3:41].CCOC(C)=O, predict the reaction product. The product is: [CH3:43][O:42][C:38]1[CH:37]=[C:36]([C:2]2[CH:3]=[C:4]3[C:10]([C:11]4[CH:21]=[CH:20][C:14]([CH2:15][NH:16][C:17](=[O:19])[CH3:18])=[CH:13][CH:12]=4)=[CH:9][NH:8][C:5]3=[N:6][CH:7]=2)[CH:35]=[C:34]([O:33][CH3:32])[C:39]=1[O:40][CH3:41]. (4) The product is: [CH:27]1([NH:26][N:23]2[C:24](=[O:25])[C:19]([C:14]3[NH:13][C:12]4[CH:37]=[CH:38][C:9]([OH:8])=[CH:10][C:11]=4[S:16](=[O:18])(=[O:17])[N:15]=3)=[C:20]([OH:36])[C:21]3[S:35][CH:34]=[CH:33][C:22]2=3)[CH2:28][CH2:29][CH2:30][CH2:31][CH2:32]1. Given the reactants C([O:8][C:9]1[CH:38]=[CH:37][C:12]2[NH:13][C:14]([C:19]3[C:24](=[O:25])[N:23]([NH:26][CH:27]4[CH2:32][CH2:31][CH2:30][CH2:29][CH2:28]4)[C:22]4[CH:33]=[CH:34][S:35][C:21]=4[C:20]=3[OH:36])=[N:15][S:16](=[O:18])(=[O:17])[C:11]=2[CH:10]=1)C1C=CC=CC=1.I[Si](C)(C)C, predict the reaction product. (5) Given the reactants [CH3:1][C:2]1([CH3:12])[O:6][C@@H:5]([CH2:7][C:8]([OH:10])=[O:9])[C:4](=[O:11])[O:3]1.N1C=CN=C1.[Si:18](Cl)([C:21]([CH3:24])([CH3:23])[CH3:22])([CH3:20])[CH3:19], predict the reaction product. The product is: [CH3:1][C:2]1([CH3:12])[O:6][CH:5]([CH2:7][C:8]([O:10][Si:18]([C:21]([CH3:24])([CH3:23])[CH3:22])([CH3:20])[CH3:19])=[O:9])[C:4](=[O:11])[O:3]1. (6) Given the reactants [CH3:1][O:2][C:3]1[CH:8]=[CH:7][C:6]2[C:9]3([CH2:17][O:18][C:5]=2[CH:4]=1)[CH2:14][CH2:13][CH2:12][NH:11][CH:10]3[CH2:15][NH2:16].[CH3:19]OC(OC)N(C)C, predict the reaction product. The product is: [CH3:1][O:2][C:3]1[CH:8]=[CH:7][C:6]2[C:9]3([CH2:17][O:18][C:5]=2[CH:4]=1)[CH2:14][CH2:13][CH2:12][N:11]1[CH:19]=[N:16][CH2:15][CH:10]31.